From a dataset of Peptide-MHC class II binding affinity with 134,281 pairs from IEDB. Regression. Given a peptide amino acid sequence and an MHC pseudo amino acid sequence, predict their binding affinity value. This is MHC class II binding data. (1) The peptide sequence is LLGQNTAAIAAIEAQ. The MHC is DRB1_1501 with pseudo-sequence DRB1_1501. The binding affinity (normalized) is 0.228. (2) The MHC is DRB1_1501 with pseudo-sequence DRB1_1501. The binding affinity (normalized) is 0.699. The peptide sequence is YILLKKILSSRFNQM. (3) The peptide sequence is QAGGKLCPNNLCCSQ. The MHC is DRB1_0405 with pseudo-sequence DRB1_0405. The binding affinity (normalized) is 0.0633. (4) The peptide sequence is LKAEAQMSIQLINKA. The MHC is DRB1_1101 with pseudo-sequence DRB1_1101. The binding affinity (normalized) is 0.346. (5) The peptide sequence is ATTEEQKLIEDINAS. The MHC is DRB3_0101 with pseudo-sequence DRB3_0101. The binding affinity (normalized) is 0.242. (6) The peptide sequence is GWTIKGLGHDFLRDP. The MHC is DRB1_0101 with pseudo-sequence DRB1_0101. The binding affinity (normalized) is 0.662.